Dataset: Full USPTO retrosynthesis dataset with 1.9M reactions from patents (1976-2016). Task: Predict the reactants needed to synthesize the given product. (1) Given the product [F:37][C:38]([C:42]1[N:36]([C:2]2[N:10]=[C:9]3[C:5]([N:6]=[C:7]([CH2:12][N:13]4[CH2:14][CH2:15][CH:16]([C:19]([OH:22])([CH3:21])[CH3:20])[CH2:17][CH2:18]4)[N:8]3[CH3:11])=[C:4]([N:23]3[CH2:24][CH2:25][O:26][CH2:27][CH2:28]3)[N:3]=2)[C:29]2[CH:34]=[CH:33][CH:32]=[CH:31][C:30]=2[N:35]=1)([F:43])[CH3:39], predict the reactants needed to synthesize it. The reactants are: Cl[C:2]1[N:10]=[C:9]2[C:5]([N:6]=[C:7]([CH2:12][N:13]3[CH2:18][CH2:17][CH:16]([C:19]([OH:22])([CH3:21])[CH3:20])[CH2:15][CH2:14]3)[N:8]2[CH3:11])=[C:4]([N:23]2[CH2:28][CH2:27][O:26][CH2:25][CH2:24]2)[N:3]=1.[C:29]1([NH2:36])[C:30]([NH2:35])=[CH:31][CH:32]=[CH:33][CH:34]=1.[F:37][C:38]([F:43])([CH3:42])[C:39](O)=O. (2) Given the product [NH:19]([C:2]1[CH:3]=[CH:4][C:5]2[C:6]([N:18]=1)=[N:7][C:8]([C:12]1[CH:17]=[CH:16][CH:15]=[CH:14][CH:13]=1)=[C:9]([OH:11])[N:10]=2)[NH2:20], predict the reactants needed to synthesize it. The reactants are: Cl[C:2]1[CH:3]=[CH:4][C:5]2[N:10]=[C:9]([OH:11])[C:8]([C:12]3[CH:17]=[CH:16][CH:15]=[CH:14][CH:13]=3)=[N:7][C:6]=2[N:18]=1.[NH2:19][NH2:20].O1CCOCC1. (3) Given the product [Cl:1][C:2]1[CH:25]=[CH:24][CH:23]=[CH:22][C:3]=1[CH2:4][O:5][C:6](=[O:21])[NH:7][C:8]1[CH:9]=[N:10][N:11]([CH2:13][C:14]2[O:15][C:16]([C:19]([CH:26]3[CH2:28][CH2:27]3)=[O:20])=[CH:17][CH:18]=2)[CH:12]=1, predict the reactants needed to synthesize it. The reactants are: [Cl:1][C:2]1[CH:25]=[CH:24][CH:23]=[CH:22][C:3]=1[CH2:4][O:5][C:6](=[O:21])[NH:7][C:8]1[CH:9]=[N:10][N:11]([CH2:13][C:14]2[O:15][C:16]([CH:19]=[O:20])=[CH:17][CH:18]=2)[CH:12]=1.[CH:26]1([Mg]Br)[CH2:28][CH2:27]1. (4) Given the product [CH3:7][C:6]1([CH3:8])[C:2]([CH3:1])([CH3:20])[O:3][B:4]([C:9]2[CH:14]=[CH:13][C:12]([CH:15]([CH2:18][CH3:19])[CH2:16][NH2:17])=[CH:11][CH:10]=2)[O:5]1, predict the reactants needed to synthesize it. The reactants are: [CH3:1][C:2]1([CH3:20])[C:6]([CH3:8])([CH3:7])[O:5][B:4]([C:9]2[CH:14]=[CH:13][C:12]([CH:15]([CH2:18][CH3:19])[C:16]#[N:17])=[CH:11][CH:10]=2)[O:3]1.B.C1COCC1. (5) Given the product [OH:1][C:2]1[CH:10]=[CH:9][CH:8]=[C:7]([OH:11])[C:3]=1[C:4]([NH2:13])=[O:5], predict the reactants needed to synthesize it. The reactants are: [OH:1][C:2]1[CH:10]=[CH:9][CH:8]=[C:7]([OH:11])[C:3]=1[C:4]([O-])=[O:5].C[NH2:13].C1COCC1. (6) Given the product [NH:8]1[CH2:12][CH2:11][CH2:10][C@H:9]1[CH2:13][NH:14][C:15]1[CH:20]=[CH:19][CH:18]=[C:17]([O:21][C:22]([F:23])([F:24])[F:25])[CH:16]=1.[C:26]([OH:32])([C:28]([F:31])([F:30])[F:29])=[O:27], predict the reactants needed to synthesize it. The reactants are: C(OC([N:8]1[CH2:12][CH2:11][CH2:10][C@H:9]1[CH2:13][NH:14][C:15]1[CH:20]=[CH:19][CH:18]=[C:17]([O:21][C:22]([F:25])([F:24])[F:23])[CH:16]=1)=O)(C)(C)C.[C:26]([OH:32])([C:28]([F:31])([F:30])[F:29])=[O:27]. (7) The reactants are: [N:1]1[CH:6]=[CH:5][CH:4]=[C:3]([C:7]2[O:11][C:10]([C:12]([O-:14])=O)=[N:9][CH:8]=2)[CH:2]=1.[Li+].CN(C(ON1N=NC2C=CC=CC1=2)=[N+](C)C)C.[B-](F)(F)(F)F.C1C=CC2N(O)N=NC=2C=1.[ClH:48].Cl.[N:50]12[CH2:57][C@@H:54]([CH2:55][CH2:56]1)[NH:53][CH2:52][CH2:51]2.C(N(C(C)C)CC)(C)C.Cl. Given the product [ClH:48].[ClH:48].[N:50]12[CH2:57][C@@H:54]([CH2:55][CH2:56]1)[N:53]([C:12]([C:10]1[O:11][C:7]([C:3]3[CH:2]=[N:1][CH:6]=[CH:5][CH:4]=3)=[CH:8][N:9]=1)=[O:14])[CH2:52][CH2:51]2, predict the reactants needed to synthesize it.